Dataset: Full USPTO retrosynthesis dataset with 1.9M reactions from patents (1976-2016). Task: Predict the reactants needed to synthesize the given product. (1) Given the product [CH2:13]([C:17]1[CH:18]=[C:19]([NH:20][C:9]([C:4]2[C:3]([CH2:2][F:1])=[N:8][CH:7]=[CH:6][N:5]=2)=[O:11])[CH:21]=[CH:22][C:23]=1[C:24]([O:33][CH3:34])([C:25]([F:28])([F:26])[F:27])[C:29]([F:30])([F:31])[F:32])[CH:14]([CH3:16])[CH3:15], predict the reactants needed to synthesize it. The reactants are: [F:1][CH2:2][C:3]1[C:4]([C:9]([O:11]C)=O)=[N:5][CH:6]=[CH:7][N:8]=1.[CH2:13]([C:17]1[CH:18]=[C:19]([CH:21]=[CH:22][C:23]=1[C:24]([O:33][CH3:34])([C:29]([F:32])([F:31])[F:30])[C:25]([F:28])([F:27])[F:26])[NH2:20])[CH:14]([CH3:16])[CH3:15].C[O-].[Na+].Cl. (2) Given the product [C:49]([NH:52][CH2:53][S:54][CH2:55][C@H:56]([NH:67][C:5](=[O:7])[C:4]1[CH:8]=[CH:9][C:10]([C:11]([N:13]2[CH2:17][CH2:16][CH2:15][CH2:14]2)=[O:12])=[C:2]([CH3:1])[CH:3]=1)[C:57]1[NH:61][C:60]2[CH:62]=[CH:63][C:64]([Cl:66])=[CH:65][C:59]=2[N:58]=1)(=[O:51])[CH3:50], predict the reactants needed to synthesize it. The reactants are: [CH3:1][C:2]1[CH:3]=[C:4]([CH:8]=[CH:9][C:10]=1[C:11]([N:13]1[CH2:17][CH2:16][CH2:15][CH2:14]1)=[O:12])[C:5]([OH:7])=O.CN(C(ON1N=NC2C=CC=CC1=2)=[N+](C)C)C.[B-](F)(F)(F)F.C(N(C(C)C)CC)(C)C.[C:49]([NH:52][CH2:53][S:54][CH2:55][C@H:56]([NH2:67])[C:57]1[NH:61][C:60]2[CH:62]=[CH:63][C:64]([Cl:66])=[CH:65][C:59]=2[N:58]=1)(=[O:51])[CH3:50].ClCl. (3) Given the product [CH3:20][C:15]1[CH:16]=[CH:17][CH:18]=[CH:19][C:14]=1[N:9]1[CH:10]=[CH:11][C:12](=[O:13])[C:7]([C:5]2[N:28]([C:22]3[CH:27]=[CH:26][CH:25]=[CH:24][CH:23]=3)[N:2]=[CH:3][CH:4]=2)=[N:8]1, predict the reactants needed to synthesize it. The reactants are: C[N:2](C)[CH:3]=[CH:4][C:5]([C:7]1[C:12](=[O:13])[CH:11]=[CH:10][N:9]([C:14]2[CH:19]=[CH:18][CH:17]=[CH:16][C:15]=2[CH3:20])[N:8]=1)=O.[C:22]1([NH:28]N)[CH:27]=[CH:26][CH:25]=[CH:24][CH:23]=1. (4) Given the product [CH:33]([N:32]1[C:28]([C:26]2[N:27]=[C:20]3[C:19]4[CH:36]=[CH:37][C:16]([C:14]5[N:13]=[C:12]([CH3:38])[N:11]([CH2:10][C:9]([CH3:40])([OH:8])[CH3:39])[CH:15]=5)=[CH:17][C:18]=4[O:24][CH2:23][CH2:22][N:21]3[CH:25]=2)=[N:29][CH:30]=[N:31]1)([CH3:35])[CH3:34], predict the reactants needed to synthesize it. The reactants are: [Si]([O:8][C:9]([CH3:40])([CH3:39])[CH2:10][N:11]1[CH:15]=[C:14]([C:16]2[CH:37]=[CH:36][C:19]3[C:20]4[N:21]([CH:25]=[C:26]([C:28]5[N:32]([CH:33]([CH3:35])[CH3:34])[N:31]=[CH:30][N:29]=5)[N:27]=4)[CH2:22][CH2:23][O:24][C:18]=3[CH:17]=2)[N:13]=[C:12]1[CH3:38])(C(C)(C)C)(C)C.[F-].C([N+](CCCC)(CCCC)CCCC)CCC. (5) Given the product [NH:24]1[CH2:25][CH2:26][CH:21]([NH:20][C:17]([C:10]2[C:11]3[CH:16]=[N:15][NH:14][C:12]=3[N:13]=[C:8]([C:5]3[CH:4]=[CH:3][C:2]([OH:1])=[CH:7][CH:6]=3)[CH:9]=2)=[O:19])[CH2:22][CH2:23]1, predict the reactants needed to synthesize it. The reactants are: [OH:1][C:2]1[CH:7]=[CH:6][C:5]([C:8]2[CH:9]=[C:10]([C:17]([OH:19])=O)[C:11]3[CH:16]=[N:15][NH:14][C:12]=3[N:13]=2)=[CH:4][CH:3]=1.[NH2:20][CH:21]1[CH2:26][CH2:25][N:24](C(OC(C)(C)C)=O)[CH2:23][CH2:22]1.Cl.O.